Predict the product of the given reaction. From a dataset of Forward reaction prediction with 1.9M reactions from USPTO patents (1976-2016). (1) The product is: [Cl:22][CH2:23][CH2:24][CH2:25][CH2:26][CH:27]([C:28]1[NH:60][N:59]=[C:18]([NH:17][C:4]2[CH:5]=[C:6]([O:15][CH3:16])[C:7]([N:9]3[CH:13]=[N:12][C:11]([CH3:14])=[N:10]3)=[CH:8][C:3]=2[F:2])[N:19]=1)[C:31]1[CH:36]=[CH:35][C:34]([O:37][CH2:38][C:39]([F:40])([F:41])[F:42])=[CH:33][CH:32]=1. Given the reactants I.[F:2][C:3]1[CH:8]=[C:7]([N:9]2[CH:13]=[N:12][C:11]([CH3:14])=[N:10]2)[C:6]([O:15][CH3:16])=[CH:5][C:4]=1[NH:17][C:18](SC)=[NH:19].[Cl:22][CH2:23][CH2:24][CH2:25][CH2:26][CH:27]([C:31]1[CH:36]=[CH:35][C:34]([O:37][CH2:38][C:39]([F:42])([F:41])[F:40])=[CH:33][CH:32]=1)[C:28](O)=O.CN1CCOCC1.C(N(CC)C(C)C)(C)C.[NH2:59][NH2:60], predict the reaction product. (2) Given the reactants Br[C:2]1[C:7]2[CH2:8][N:9]([C:13]([O:15][C:16]([CH3:19])([CH3:18])[CH3:17])=[O:14])[CH2:10][CH2:11][O:12][C:6]=2[CH:5]=[CH:4][CH:3]=1.[C:20]1(B(O)O)[CH:25]=[CH:24][CH:23]=[CH:22][CH:21]=1.O, predict the reaction product. The product is: [C:20]1([C:2]2[C:7]3[CH2:8][N:9]([C:13]([O:15][C:16]([CH3:19])([CH3:18])[CH3:17])=[O:14])[CH2:10][CH2:11][O:12][C:6]=3[CH:5]=[CH:4][CH:3]=2)[CH:25]=[CH:24][CH:23]=[CH:22][CH:21]=1. (3) The product is: [CH2:1]([N:8]1[CH2:9][CH2:10][CH:11]([C:14]2[C:15](=[O:25])[NH:16][C:17]3[C:22]([CH:23]=2)=[CH:21][CH:20]=[CH:19][CH:18]=3)[CH2:12][CH2:13]1)[C:2]1[CH:7]=[CH:6][CH:5]=[CH:4][CH:3]=1. Given the reactants [CH2:1]([N:8]1[CH2:13][CH2:12][CH:11]([CH:14]2[CH:23](O)[C:22]3[C:17](=[CH:18][CH:19]=[CH:20][CH:21]=3)[NH:16][C:15]2=[O:25])[CH2:10][CH2:9]1)[C:2]1[CH:7]=[CH:6][CH:5]=[CH:4][CH:3]=1.O.C1(C)C=CC(S(O)(=O)=O)=CC=1, predict the reaction product. (4) Given the reactants CS([O:5][CH:6]1[CH:11]([CH3:12])[CH2:10][C:9]([C:13]2[CH:18]=[CH:17][N:16]=[CH:15][C:14]=2[N+:19]([O-:21])=[O:20])=[CH:8][CH:7]1[NH:22][C:23]([O:25][C:26]([CH3:29])([CH3:28])[CH3:27])=[O:24])(=O)=O.C(N(CC)CC)C.C[C:38]([O:41]C(OC(OC(C)(C)C)=O)=O)(C)C, predict the reaction product. The product is: [CH3:12][CH:11]1[CH:6]2[CH:7]([N:22]([C:23]([O:25][C:26]([CH3:29])([CH3:28])[CH3:27])=[O:24])[C:38](=[O:41])[O:5]2)[CH:8]=[C:9]([C:13]2[CH:18]=[CH:17][N:16]=[CH:15][C:14]=2[N+:19]([O-:21])=[O:20])[CH2:10]1. (5) Given the reactants [Br:1][C:2]1[CH:3]=[C:4]2[C:13](=[CH:14][CH:15]=1)[C:12]([CH3:17])([CH3:16])[CH2:11][CH:10]1[C:5]2=[CH:6][C:7](=[O:18])[CH2:8][CH2:9]1, predict the reaction product. The product is: [Br:1][C:2]1[CH:3]=[C:4]2[C:13](=[CH:14][CH:15]=1)[C:12]([CH3:16])([CH3:17])[CH2:11][C:10]1[CH:9]=[CH:8][C:7]([OH:18])=[CH:6][C:5]2=1.